This data is from NCI-60 drug combinations with 297,098 pairs across 59 cell lines. The task is: Regression. Given two drug SMILES strings and cell line genomic features, predict the synergy score measuring deviation from expected non-interaction effect. (1) Drug 1: COCCOC1=C(C=C2C(=C1)C(=NC=N2)NC3=CC=CC(=C3)C#C)OCCOC.Cl. Drug 2: CC1C(C(CC(O1)OC2CC(CC3=C2C(=C4C(=C3O)C(=O)C5=C(C4=O)C(=CC=C5)OC)O)(C(=O)CO)O)N)O.Cl. Cell line: NCI-H322M. Synergy scores: CSS=57.1, Synergy_ZIP=-1.70, Synergy_Bliss=-1.85, Synergy_Loewe=2.60, Synergy_HSA=4.29. (2) Drug 1: CC1CCC2CC(C(=CC=CC=CC(CC(C(=O)C(C(C(=CC(C(=O)CC(OC(=O)C3CCCCN3C(=O)C(=O)C1(O2)O)C(C)CC4CCC(C(C4)OC)O)C)C)O)OC)C)C)C)OC. Drug 2: CCC1=C2CN3C(=CC4=C(C3=O)COC(=O)C4(CC)O)C2=NC5=C1C=C(C=C5)O. Cell line: M14. Synergy scores: CSS=8.19, Synergy_ZIP=0.630, Synergy_Bliss=0.663, Synergy_Loewe=-7.56, Synergy_HSA=0.588. (3) Drug 1: CC1=C2C(C(=O)C3(C(CC4C(C3C(C(C2(C)C)(CC1OC(=O)C(C(C5=CC=CC=C5)NC(=O)C6=CC=CC=C6)O)O)OC(=O)C7=CC=CC=C7)(CO4)OC(=O)C)O)C)OC(=O)C. Drug 2: C1C(C(OC1N2C=NC3=C2NC=NCC3O)CO)O. Cell line: M14. Synergy scores: CSS=42.4, Synergy_ZIP=10.5, Synergy_Bliss=8.96, Synergy_Loewe=-26.1, Synergy_HSA=9.14. (4) Drug 1: CC(C1=C(C=CC(=C1Cl)F)Cl)OC2=C(N=CC(=C2)C3=CN(N=C3)C4CCNCC4)N. Drug 2: CC1=C(C(=O)C2=C(C1=O)N3CC4C(C3(C2COC(=O)N)OC)N4)N. Cell line: MALME-3M. Synergy scores: CSS=31.3, Synergy_ZIP=-0.280, Synergy_Bliss=8.23, Synergy_Loewe=-1.88, Synergy_HSA=8.44. (5) Drug 2: C1C(C(OC1N2C=NC3=C2NC=NCC3O)CO)O. Drug 1: C1=CC=C(C(=C1)C(C2=CC=C(C=C2)Cl)C(Cl)Cl)Cl. Cell line: SK-OV-3. Synergy scores: CSS=0.894, Synergy_ZIP=0.0366, Synergy_Bliss=0.459, Synergy_Loewe=0.801, Synergy_HSA=0.373. (6) Synergy scores: CSS=9.87, Synergy_ZIP=-2.37, Synergy_Bliss=-2.64, Synergy_Loewe=-7.99, Synergy_HSA=-4.38. Drug 1: CCC(=C(C1=CC=CC=C1)C2=CC=C(C=C2)OCCN(C)C)C3=CC=CC=C3.C(C(=O)O)C(CC(=O)O)(C(=O)O)O. Cell line: M14. Drug 2: CCN(CC)CCCC(C)NC1=C2C=C(C=CC2=NC3=C1C=CC(=C3)Cl)OC. (7) Drug 1: CC1=C(C=C(C=C1)NC2=NC=CC(=N2)N(C)C3=CC4=NN(C(=C4C=C3)C)C)S(=O)(=O)N.Cl. Drug 2: C#CCC(CC1=CN=C2C(=N1)C(=NC(=N2)N)N)C3=CC=C(C=C3)C(=O)NC(CCC(=O)O)C(=O)O. Cell line: OVCAR-4. Synergy scores: CSS=5.27, Synergy_ZIP=-0.915, Synergy_Bliss=2.25, Synergy_Loewe=2.21, Synergy_HSA=1.90. (8) Cell line: NCI-H460. Synergy scores: CSS=49.9, Synergy_ZIP=5.71, Synergy_Bliss=6.47, Synergy_Loewe=5.28, Synergy_HSA=8.96. Drug 2: CC1=C2C(C(=O)C3(C(CC4C(C3C(C(C2(C)C)(CC1OC(=O)C(C(C5=CC=CC=C5)NC(=O)OC(C)(C)C)O)O)OC(=O)C6=CC=CC=C6)(CO4)OC(=O)C)O)C)O. Drug 1: COC1=C(C=C2C(=C1)N=CN=C2NC3=CC(=C(C=C3)F)Cl)OCCCN4CCOCC4. (9) Drug 1: CCC1(CC2CC(C3=C(CCN(C2)C1)C4=CC=CC=C4N3)(C5=C(C=C6C(=C5)C78CCN9C7C(C=CC9)(C(C(C8N6C=O)(C(=O)OC)O)OC(=O)C)CC)OC)C(=O)OC)O.OS(=O)(=O)O. Drug 2: CC(C)NC(=O)C1=CC=C(C=C1)CNNC.Cl. Cell line: IGROV1. Synergy scores: CSS=2.85, Synergy_ZIP=-2.41, Synergy_Bliss=1.13, Synergy_Loewe=-5.01, Synergy_HSA=1.80. (10) Drug 1: CCC(=C(C1=CC=CC=C1)C2=CC=C(C=C2)OCCN(C)C)C3=CC=CC=C3.C(C(=O)O)C(CC(=O)O)(C(=O)O)O. Drug 2: CN1C2=C(C=C(C=C2)N(CCCl)CCCl)N=C1CCCC(=O)O.Cl. Cell line: UO-31. Synergy scores: CSS=2.94, Synergy_ZIP=-0.919, Synergy_Bliss=2.18, Synergy_Loewe=-1.95, Synergy_HSA=0.802.